This data is from Experimentally validated miRNA-target interactions with 360,000+ pairs, plus equal number of negative samples. The task is: Binary Classification. Given a miRNA mature sequence and a target amino acid sequence, predict their likelihood of interaction. (1) The miRNA is hsa-miR-6765-5p with sequence GUGAGGCGGGGCCAGGAGGGUGUGU. The protein sequence of the target gene is MSKLSFRARALDAAKPLPIYRGKDMPDLNDCVSINRAVPQMPTGMEKEEESEHHLQRAISAQQVFREKKESMVIPVPEAESNVNYYNRLYKGEFKQPKQFIHIQPFNLDNEQPDYDMDSEDETLLNRLNRKMEIKPLQFEIMIDRLEKASSNQLVTLQEAKLLLNEDDYLIKAVYDYWVRKRKNCRGPSLIPQIKQEKRDGSTNNDPYVAFRRRTEKMQTRKNRKNDEASYEKMLKLRREFSRAITILEMIKRREKTKRELLHLTLEVVEKRYHLGDYGGEILNEVKVNRSEKELYASPA.... Result: 0 (no interaction). (2) The miRNA is hsa-miR-526b-5p with sequence CUCUUGAGGGAAGCACUUUCUGU. The protein sequence of the target gene is MSDSEKLNLDSIIGRLLEVQGSRPGKNVQLTENEIRGLCLKSREIFLSQPILLELEAPLKICGDIHGQYYDLLRLFEYGGFPPESNYLFLGDYVDRGKQSLETICLLLAYKIRYPENFFLLRGNHECASINRIYGFYDECKRRYNIKLWKTFTDCFNCLPIAAIVDEKIFCCHGGLSPDLQSMEQIRRIMRPTDVPDQGLLCDLLWSDPDKDVQGWGENDRGVSFTFGAEVVAKFLHKHDLDLICRAHQVVEDGYEFFAKRQLVTLFSAPNYCGEFDNAGAMMSVDETLMCSFQILKPAD.... Result: 0 (no interaction). (3) The miRNA is hsa-miR-21-5p with sequence UAGCUUAUCAGACUGAUGUUGA. The protein sequence of the target gene is MATTAELFEEPFVADEYIERLVWRTPGGGSRGGPEAFDPKRLLEEFVNHIQELQIMDERIQRKVEKLEQQCQKEAKEFAKKVQELQKSNQVAFQHFQELDEHISYVATKVCHLGDQLEGVNTPRQRAVEAQKLMKYFNEFLDGELKSDVFTNSEKIKEAADIIQKLHLIAQELPFDRFSEVKSKIASKYHDLECQLIQEFTSAQRRGEISRMREVAAVLLHFKGYSHCVDVYIKQCQEGAYLRNDIFEDAGILCQRVNKQVGDIFSNPETVLAKLIQNVFEIKLQSFVKEQLEECRKSDA.... Result: 1 (interaction). (4) The miRNA is hsa-miR-6827-3p with sequence ACCGUCUCUUCUGUUCCCCAG. The protein sequence of the target gene is MVSGRFYLSCLLLGSLGSMCILFTIYWMQYWRGGFAWNGSIYMFNWHPVLMVAGMVVFYGGASLVYRLPQSWVGPKLPWKLLHAALHLMAFVLTVVGLVAVFTFHNHGRTANLYSLHSWLGITTVFLFACQWFLGFAVFLLPWASMWLRSLLKPIHVFFGAAILSLSIASVISGINEKLFFSLKNTTRPYHSLPSEAVFANSTGMLVVAFGLLVLYILLASSWKRPEPGILTDRQPLLHDGE. Result: 0 (no interaction).